Dataset: Forward reaction prediction with 1.9M reactions from USPTO patents (1976-2016). Task: Predict the product of the given reaction. Given the reactants [Br:1][C:2]1[CH:7]=[CH:6][CH:5]=[C:4]([Br:8])[C:3]=1I.[Br:10][C:11]1[CH:16]=[CH:15][CH:14]=[CH:13][C:12]=1Br, predict the reaction product. The product is: [Br:1][C:2]1[CH:7]=[CH:6][CH:5]=[C:4]([Br:8])[C:3]=1[C:12]1[CH:13]=[CH:14][CH:15]=[CH:16][C:11]=1[Br:10].